Dataset: Peptide-MHC class II binding affinity with 134,281 pairs from IEDB. Task: Regression. Given a peptide amino acid sequence and an MHC pseudo amino acid sequence, predict their binding affinity value. This is MHC class II binding data. (1) The peptide sequence is SIVSPFIPLLPIFFC. The MHC is DRB1_1302 with pseudo-sequence DRB1_1302. The binding affinity (normalized) is 0.0472. (2) The peptide sequence is SQLLELSWNLNGLQAY. The MHC is DRB1_0802 with pseudo-sequence DRB1_0802. The binding affinity (normalized) is 0.437.